From a dataset of Full USPTO retrosynthesis dataset with 1.9M reactions from patents (1976-2016). Predict the reactants needed to synthesize the given product. (1) Given the product [CH2:16]([C:6]1[C:7]([CH:8]([CH2:13][CH2:14][CH3:15])[C:9]([O:11][CH3:12])=[O:10])=[C:2]([C:25]2[CH:26]=[CH:27][C:28]([CH3:31])=[CH:29][CH:30]=2)[N:3]=[C:4]([N:18]2[CH2:19][CH2:20][CH2:21][CH2:22][CH2:23]2)[N:5]=1)[CH3:17], predict the reactants needed to synthesize it. The reactants are: Cl[C:2]1[C:7]([CH:8]([CH2:13][CH2:14][CH3:15])[C:9]([O:11][CH3:12])=[O:10])=[C:6]([CH2:16][CH3:17])[N:5]=[C:4]([N:18]2[CH2:23][CH2:22][CH2:21][CH2:20][CH2:19]2)[N:3]=1.B(O)(O)[C:25]1[CH:26]=[CH:27][C:28]([CH3:31])=[CH:29][CH:30]=1.C(N(CC)C(C)C)(C)C. (2) Given the product [OH:1][C@H:2]([C@H:10]1[O:15][CH2:14][CH2:13][N:12]([C:18]2[CH:23]=[CH:22][CH:21]=[C:20]([C:24]([F:27])([F:26])[F:25])[N:19]=2)[C:11]1=[O:16])[C:3]([O:5][C:6]([CH3:9])([CH3:7])[CH3:8])=[O:4], predict the reactants needed to synthesize it. The reactants are: [OH:1][C@H:2]([C@H:10]1[O:15][CH2:14][CH2:13][NH:12][C:11]1=[O:16])[C:3]([O:5][C:6]([CH3:9])([CH3:8])[CH3:7])=[O:4].Br[C:18]1[CH:23]=[CH:22][CH:21]=[C:20]([C:24]([F:27])([F:26])[F:25])[N:19]=1.CN[C@@H]1CCCC[C@H]1NC.[O-]P([O-])([O-])=O.[K+].[K+].[K+]. (3) The reactants are: F[C:2]1[N:9]=[CH:8][CH:7]=[C:6]([I:10])[C:3]=1[CH:4]=O.[NH2:11][NH2:12]. Given the product [I:10][C:6]1[CH:7]=[CH:8][N:9]=[C:2]2[NH:11][N:12]=[CH:4][C:3]=12, predict the reactants needed to synthesize it. (4) Given the product [S:10](=[O:12])(=[O:11])([O:6][CH:2]([CH2:3][CH2:4][CH3:5])[CH3:1])[NH2:13], predict the reactants needed to synthesize it. The reactants are: [CH3:1][CH:2]([OH:6])[CH2:3][CH2:4][CH3:5].[H-].[Na+].Cl[S:10]([N:13]=C=O)(=[O:12])=[O:11].C(O)=O.